Dataset: Catalyst prediction with 721,799 reactions and 888 catalyst types from USPTO. Task: Predict which catalyst facilitates the given reaction. (1) Reactant: C([O:8][C:9]1[CH:14]=[CH:13][C:12]([C:15]2[O:19][C:18]([CH3:21])([CH3:20])[C:17](=[O:22])[C:16]=2[C:23]2[CH:28]=[CH:27][N:26]=[CH:25][CH:24]=2)=[CH:11][CH:10]=1)C1C=CC=CC=1. Product: [OH:8][C:9]1[CH:10]=[CH:11][C:12]([C:15]2[O:19][C:18]([CH3:20])([CH3:21])[C:17](=[O:22])[C:16]=2[C:23]2[CH:28]=[CH:27][N:26]=[CH:25][CH:24]=2)=[CH:13][CH:14]=1. The catalyst class is: 5. (2) Reactant: [I:1][C:2]1[CH:9]=[C:8]([Cl:10])[CH:7]=[C:4]([CH:5]=O)[C:3]=1[OH:11].[C:12](OC(=O)C)(=[O:14])[CH3:13]. Product: [Cl:10][C:8]1[CH:7]=[C:4]2[C:3](=[C:2]([I:1])[CH:9]=1)[O:11][C:12](=[O:14])[CH:13]=[CH:5]2. The catalyst class is: 66. (3) Reactant: [NH2:1][C:2]1[N:7]=[C:6]([Cl:8])[C:5]([CH:9]=[O:10])=[C:4]([Cl:11])[N:3]=1.[CH3:12][Mg+].[Br-]. Product: [NH2:1][C:2]1[N:3]=[C:4]([Cl:11])[C:5]([CH:9]([OH:10])[CH3:12])=[C:6]([Cl:8])[N:7]=1. The catalyst class is: 1. (4) Product: [NH:9]1[CH2:10][CH2:11][CH:12]2[CH2:16][N:15]([C:17]([O:19][CH2:20][CH3:21])=[O:18])[CH2:14][CH:13]12. The catalyst class is: 105. Reactant: C1([C@H]([N:9]2[CH:13]3[CH2:14][N:15]([C:17]([O:19][CH2:20][CH3:21])=[O:18])[CH2:16][CH:12]3[CH2:11][CH2:10]2)C)C=CC=CC=1. (5) Reactant: [NH:1]1[C:9]2[C:4](=[CH:5][CH:6]=[CH:7][CH:8]=2)[C:3](/[CH:10]=[CH:11]/[C:12]2[CH:20]=[CH:19][C:15]([C:16]([OH:18])=O)=[CH:14][CH:13]=2)=[N:2]1.CN1CCOCC1.[ClH:28].C(N=C=NCCCN(C)C)C.O.ON1C2C=CC=CC=2N=N1.[CH:51]([NH:54][C:55](=[O:63])[CH2:56][N:57]1[CH2:62][CH2:61][NH:60][CH2:59][CH2:58]1)([CH3:53])[CH3:52].C(OCC)(=O)C.Cl. Product: [ClH:28].[ClH:28].[NH:1]1[C:9]2[C:4](=[CH:5][CH:6]=[CH:7][CH:8]=2)[C:3](/[CH:10]=[CH:11]/[C:12]2[CH:13]=[CH:14][C:15]([C:16]([N:60]3[CH2:59][CH2:58][N:57]([CH2:56][C:55](=[O:63])[NH:54][CH:51]([CH3:52])[CH3:53])[CH2:62][CH2:61]3)=[O:18])=[CH:19][CH:20]=2)=[N:2]1. The catalyst class is: 147. (6) Reactant: [CH2:1](/[C:3](/[C:7]1[CH:8]=[C:9]([OH:13])[CH:10]=[CH:11][CH:12]=1)=[CH:4]\[C:5]#[CH:6])[CH3:2].[H-].[Na+].[C:16]([O:24][CH2:25][C:26]1[CH:31]=[C:30]([CH2:32]Br)[CH:29]=[CH:28][C:27]=1[CH2:34][O:35][C:36](=[O:43])[C:37]1[CH:42]=[CH:41][CH:40]=[CH:39][CH:38]=1)(=[O:23])[C:17]1[CH:22]=[CH:21][CH:20]=[CH:19][CH:18]=1. Product: [C:16]([O:24][CH2:25][C:26]1[CH:31]=[C:30]([CH2:32][O:13][C:9]2[CH:10]=[CH:11][CH:12]=[C:7](/[C:3](/[CH2:1][CH3:2])=[CH:4]/[C:5]#[CH:6])[CH:8]=2)[CH:29]=[CH:28][C:27]=1[CH2:34][O:35][C:36](=[O:43])[C:37]1[CH:38]=[CH:39][CH:40]=[CH:41][CH:42]=1)(=[O:23])[C:17]1[CH:18]=[CH:19][CH:20]=[CH:21][CH:22]=1. The catalyst class is: 3. (7) Reactant: COC1C=CC(P2(SP(C3C=CC(OC)=CC=3)(=S)S2)=[S:10])=CC=1.[Br:23][C:24]1[CH:25]=[C:26]2[C:31](=[CH:32][CH:33]=1)[C:30](=O)[CH:29]([NH:35][C:36]([C:38]1[O:42][N:41]=[C:40]([C:43]3[CH:48]=[CH:47][CH:46]=[CH:45][CH:44]=3)[C:39]=1[C:49]([F:52])([F:51])[F:50])=O)[CH2:28][CH2:27]2. Product: [Br:23][C:24]1[CH:25]=[C:26]2[C:31](=[CH:32][CH:33]=1)[C:30]1[S:10][C:36]([C:38]3[O:42][N:41]=[C:40]([C:43]4[CH:48]=[CH:47][CH:46]=[CH:45][CH:44]=4)[C:39]=3[C:49]([F:52])([F:51])[F:50])=[N:35][C:29]=1[CH2:28][CH2:27]2. The catalyst class is: 11. (8) Reactant: [CH2:1]1[C:7]2[CH:8]=[CH:9][C:10]([C:12]3[CH:18]4[CH:16]([CH2:17]4)[C:15](=[O:19])[NH:14][N:13]=3)=[CH:11][C:6]=2[CH2:5][CH2:4][NH:3][CH2:2]1.Cl.[C:21]1(=O)[CH2:24][CH2:23][CH2:22]1.C([BH3-])#N.[Na+]. Product: [CH:21]1([N:3]2[CH2:4][CH2:5][C:6]3[CH:11]=[C:10]([C:12]4[CH:18]5[CH:16]([CH2:17]5)[C:15](=[O:19])[NH:14][N:13]=4)[CH:9]=[CH:8][C:7]=3[CH2:1][CH2:2]2)[CH2:24][CH2:23][CH2:22]1. The catalyst class is: 130. (9) Reactant: [CH3:1][O:2][C:3]([C:5]1([NH:13][C:14](=[O:33])[C:15]2[CH:20]=[CH:19][C:18]([O:21][CH3:22])=[C:17]([O:23][CH2:24][CH2:25][C:26]3[CH:27]=[C:28]([CH3:32])[CH:29]=[CH:30][CH:31]=3)[CH:16]=2)[CH2:11][CH2:10][CH2:9][C:8](=[O:12])[CH2:7][CH2:6]1)=[O:4].[BH4-].[Na+].CO. Product: [CH3:1][O:2][C:3]([C:5]1([NH:13][C:14](=[O:33])[C:15]2[CH:20]=[CH:19][C:18]([O:21][CH3:22])=[C:17]([O:23][CH2:24][CH2:25][C:26]3[CH:27]=[C:28]([CH3:32])[CH:29]=[CH:30][CH:31]=3)[CH:16]=2)[CH2:11][CH2:10][CH2:9][CH:8]([OH:12])[CH2:7][CH2:6]1)=[O:4]. The catalyst class is: 1.